From a dataset of NCI-60 drug combinations with 297,098 pairs across 59 cell lines. Regression. Given two drug SMILES strings and cell line genomic features, predict the synergy score measuring deviation from expected non-interaction effect. (1) Drug 1: CC=C1C(=O)NC(C(=O)OC2CC(=O)NC(C(=O)NC(CSSCCC=C2)C(=O)N1)C(C)C)C(C)C. Drug 2: CC1CCCC2(C(O2)CC(NC(=O)CC(C(C(=O)C(C1O)C)(C)C)O)C(=CC3=CSC(=N3)C)C)C. Cell line: NCI-H522. Synergy scores: CSS=65.4, Synergy_ZIP=1.16, Synergy_Bliss=0.613, Synergy_Loewe=3.04, Synergy_HSA=6.02. (2) Drug 1: CC1C(C(CC(O1)OC2CC(CC3=C2C(=C4C(=C3O)C(=O)C5=C(C4=O)C(=CC=C5)OC)O)(C(=O)C)O)N)O.Cl. Drug 2: CS(=O)(=O)CCNCC1=CC=C(O1)C2=CC3=C(C=C2)N=CN=C3NC4=CC(=C(C=C4)OCC5=CC(=CC=C5)F)Cl. Cell line: SN12C. Synergy scores: CSS=24.0, Synergy_ZIP=-3.01, Synergy_Bliss=2.03, Synergy_Loewe=2.27, Synergy_HSA=2.48. (3) Drug 1: CNC(=O)C1=CC=CC=C1SC2=CC3=C(C=C2)C(=NN3)C=CC4=CC=CC=N4. Drug 2: COC1=C(C=C2C(=C1)N=CN=C2NC3=CC(=C(C=C3)F)Cl)OCCCN4CCOCC4. Cell line: OVCAR-8. Synergy scores: CSS=35.0, Synergy_ZIP=0.779, Synergy_Bliss=5.90, Synergy_Loewe=3.37, Synergy_HSA=4.84. (4) Drug 1: CC1=C(C=C(C=C1)C(=O)NC2=CC(=CC(=C2)C(F)(F)F)N3C=C(N=C3)C)NC4=NC=CC(=N4)C5=CN=CC=C5. Cell line: COLO 205. Synergy scores: CSS=35.5, Synergy_ZIP=-1.06, Synergy_Bliss=-1.54, Synergy_Loewe=5.44, Synergy_HSA=2.91. Drug 2: C1CN(CCN1C(=O)CCBr)C(=O)CCBr. (5) Drug 1: C1CN1C2=NC(=NC(=N2)N3CC3)N4CC4. Drug 2: CC1OCC2C(O1)C(C(C(O2)OC3C4COC(=O)C4C(C5=CC6=C(C=C35)OCO6)C7=CC(=C(C(=C7)OC)O)OC)O)O. Cell line: NCI-H522. Synergy scores: CSS=49.3, Synergy_ZIP=3.31, Synergy_Bliss=3.56, Synergy_Loewe=8.12, Synergy_HSA=10.8. (6) Drug 1: CC1C(C(CC(O1)OC2CC(CC3=C2C(=C4C(=C3O)C(=O)C5=C(C4=O)C(=CC=C5)OC)O)(C(=O)C)O)N)O.Cl. Drug 2: CCC1(CC2CC(C3=C(CCN(C2)C1)C4=CC=CC=C4N3)(C5=C(C=C6C(=C5)C78CCN9C7C(C=CC9)(C(C(C8N6C)(C(=O)OC)O)OC(=O)C)CC)OC)C(=O)OC)O.OS(=O)(=O)O. Cell line: HT29. Synergy scores: CSS=65.2, Synergy_ZIP=1.92, Synergy_Bliss=1.61, Synergy_Loewe=-6.98, Synergy_HSA=1.89. (7) Drug 1: C1C(C(OC1N2C=NC3=C(N=C(N=C32)Cl)N)CO)O. Drug 2: CC(C)(C#N)C1=CC(=CC(=C1)CN2C=NC=N2)C(C)(C)C#N. Cell line: SK-OV-3. Synergy scores: CSS=4.64, Synergy_ZIP=-0.487, Synergy_Bliss=2.04, Synergy_Loewe=0.197, Synergy_HSA=-0.0172.